From a dataset of hERG potassium channel inhibition data for cardiac toxicity prediction from Karim et al.. Regression/Classification. Given a drug SMILES string, predict its toxicity properties. Task type varies by dataset: regression for continuous values (e.g., LD50, hERG inhibition percentage) or binary classification for toxic/non-toxic outcomes (e.g., AMES mutagenicity, cardiotoxicity, hepatotoxicity). Dataset: herg_karim. (1) The compound is CS(=O)(=O)Nc1ccc(CCC(=O)NCCNc2ccc(Cl)c(Cl)c2)cc1. The result is 1 (blocker). (2) The result is 1 (blocker). The molecule is CCOc1ccccc1C(=O)NCCCN1CCOCC1.